From a dataset of Reaction yield outcomes from USPTO patents with 853,638 reactions. Predict the reaction yield, written as a fraction of the theoretical maximum amount of product (1.0 means a 100% yield; for example, 0.34 means a 34% yield). The reactants are [Cl:1][C:2]1[CH:7]=[CH:6][C:5]([NH:8][C:9](=[O:32])[CH2:10][C:11]2[C:20]3[C:15](=[CH:16][CH:17]=[C:18]([O:21][Si](C(C)C)(C(C)C)C(C)C)[CH:19]=3)[CH:14]=[CH:13][CH:12]=2)=[CH:4][C:3]=1[C:33]([F:36])([F:35])[F:34].[F-].C([N+](CCCC)(CCCC)CCCC)CCC. The catalyst is O1CCCC1. The product is [Cl:1][C:2]1[CH:7]=[CH:6][C:5]([NH:8][C:9](=[O:32])[CH2:10][C:11]2[C:20]3[C:15](=[CH:16][CH:17]=[C:18]([OH:21])[CH:19]=3)[CH:14]=[CH:13][CH:12]=2)=[CH:4][C:3]=1[C:33]([F:34])([F:35])[F:36]. The yield is 0.650.